From a dataset of Forward reaction prediction with 1.9M reactions from USPTO patents (1976-2016). Predict the product of the given reaction. (1) Given the reactants [CH3:1][NH:2][C:3]1[CH:4]=[C:5]([CH2:12][C:13]([C:15]2[CH:20]=[CH:19][CH:18]=[C:17]([CH3:21])[N:16]=2)=O)[CH:6]=[CH:7][C:8]=1[N+:9]([O-:11])=[O:10].[NH+]1C=CC=CC=1.[NH2:28][C:29]([NH2:31])=[S:30], predict the reaction product. The product is: [CH3:1][NH:2][C:3]1[CH:4]=[C:5]([C:12]2[S:30][C:29]([NH2:31])=[N:28][C:13]=2[C:15]2[CH:20]=[CH:19][CH:18]=[C:17]([CH3:21])[N:16]=2)[CH:6]=[CH:7][C:8]=1[N+:9]([O-:11])=[O:10]. (2) Given the reactants [C:1]([O:5][C:6]([NH:8][CH2:9][CH2:10][CH2:11][C@H:12]([NH:15][C:16](=[O:22])[O:17][C:18]([CH3:21])([CH3:20])[CH3:19])[CH2:13][OH:14])=[O:7])([CH3:4])([CH3:3])[CH3:2].[CH3:23][S:24](Cl)(=[O:26])=[O:25].C(N(CC)CC)C, predict the reaction product. The product is: [CH3:23][S:24]([O:14][CH2:13][C@@H:12]([NH:15][C:16]([O:17][C:18]([CH3:21])([CH3:20])[CH3:19])=[O:22])[CH2:11][CH2:10][CH2:9][NH:8][C:6]([O:5][C:1]([CH3:3])([CH3:4])[CH3:2])=[O:7])(=[O:26])=[O:25]. (3) Given the reactants [CH:1]1([CH2:5][O:6][C:7]2[CH:33]=[CH:32][C:10]3[N:11]=[C:12]([N:14]4[CH2:19][CH2:18][CH:17]([O:20][CH2:21][C@@H:22]([NH:24][C:25](=[O:31])OC(C)(C)C)[CH3:23])[CH2:16][CH2:15]4)[O:13][C:9]=3[CH:8]=2)[CH2:4][CH2:3][CH2:2]1.Cl.[C:35](OCC)(=O)C, predict the reaction product. The product is: [CH:1]1([CH2:5][O:6][C:7]2[CH:33]=[CH:32][C:10]3[N:11]=[C:12]([N:14]4[CH2:19][CH2:18][CH:17]([O:20][CH2:21][C@@H:22]([NH:24][C:25](=[O:31])[CH3:35])[CH3:23])[CH2:16][CH2:15]4)[O:13][C:9]=3[CH:8]=2)[CH2:4][CH2:3][CH2:2]1. (4) Given the reactants C(OC(=O)C([S:7][C:8]1[S:12][C:11]([NH:13][C:14]([N:16]([CH2:26][CH:27]2[CH2:31][CH2:30][CH2:29][CH2:28]2)[C:17]2[CH:22]=[CH:21][CH:20]=[C:19]([C:23](=[O:25])[NH2:24])[CH:18]=2)=[O:15])=[N:10][CH:9]=1)C)C.C1(N(C2C=CC(S(C)(=O)=O)=CC=2)C(=O)N(C)C2SC=[C:44]([CH2:46][C:47]([OH:49])=[O:48])N=2)CCCC1.C1(N(C)C2C=C(C=CC=2)C(N)=O)CCCC1.C(OC(=O)C(SC1SC(N)=NC=1)C)C, predict the reaction product. The product is: [C:23]([C:19]1[CH:18]=[C:17]([N:16]([CH2:26][CH:27]2[CH2:28][CH2:29][CH2:30][CH2:31]2)[C:14](=[O:15])[NH:13][C:11]2[S:12][C:8]([S:7][CH2:44][CH2:46][C:47]([OH:49])=[O:48])=[CH:9][N:10]=2)[CH:22]=[CH:21][CH:20]=1)(=[O:25])[NH2:24]. (5) Given the reactants C(N(CCC)[C:5]1[CH:10]=[CH:9][C:8]([NH:11][C:12](=[O:27])[C:13]2[CH:18]=[CH:17][C:16]([CH2:19][NH:20][CH2:21][C:22]3[NH:23][CH:24]=[CH:25][N:26]=3)=[CH:15][CH:14]=2)=[CH:7][CH:6]=1)CC.[CH3:31][C:32]1[N:33]=[CH:34][C:35]([CH:38]=O)=[N:36][CH:37]=1.[C:40]([BH3-])#[N:41].[Na+].C(=O)(O)[O-].[Na+], predict the reaction product. The product is: [CH2:6]([N:41]([CH2:40][C:5]1[CH:6]=[CH:7][C:8]([NH:11][C:12](=[O:27])[C:13]2[CH:14]=[CH:15][C:16]([CH2:19][N:20]([CH2:21][C:22]3[NH:26][CH:25]=[CH:24][N:23]=3)[CH2:38][C:35]3[CH:34]=[N:33][C:32]([CH3:31])=[CH:37][N:36]=3)=[CH:17][CH:18]=2)=[CH:9][CH:10]=1)[CH2:7][CH2:8][CH3:9])[CH2:5][CH3:10]. (6) Given the reactants [Cl:1][C:2]1[CH:23]=[CH:22][C:5]([C:6]([C:8]2[CH:9]=[C:10]3[C:15](=[CH:16][CH:17]=2)[N:14]=[CH:13][C:12](C(O)=O)=[C:11]3[OH:21])=[O:7])=[CH:4][CH:3]=1.N1C2C(=CC=CC=2)C=CC=1, predict the reaction product. The product is: [Cl:1][C:2]1[CH:3]=[CH:4][C:5]([C:6]([C:8]2[CH:9]=[C:10]3[C:15](=[CH:16][CH:17]=2)[N:14]=[CH:13][CH:12]=[C:11]3[OH:21])=[O:7])=[CH:22][CH:23]=1. (7) Given the reactants [F:1][C:2]1[CH:3]=[C:4]([CH2:9][C:10]([NH:12][C@H:13]([C:15]([OH:17])=O)[CH3:14])=[O:11])[CH:5]=[C:6]([F:8])[CH:7]=1.Cl.[NH2:19][CH:20]([C:26]1[CH:31]=[CH:30][CH:29]=[CH:28][N:27]=1)[C:21]([O:23][CH2:24][CH3:25])=[O:22], predict the reaction product. The product is: [F:8][C:6]1[CH:5]=[C:4]([CH2:9][C:10]([NH:12][C@H:13]([C:15]([NH:19][CH:20]([C:26]2[CH:31]=[CH:30][CH:29]=[CH:28][N:27]=2)[C:21]([O:23][CH2:24][CH3:25])=[O:22])=[O:17])[CH3:14])=[O:11])[CH:3]=[C:2]([F:1])[CH:7]=1.